This data is from Catalyst prediction with 721,799 reactions and 888 catalyst types from USPTO. The task is: Predict which catalyst facilitates the given reaction. (1) Reactant: [F:1][C:2]1[CH:7]=[CH:6][C:5]([C:8]2[NH:9][C:10](=[S:20])[NH:11][C:12]=2[C:13]2[CH:18]=[CH:17][N:16]=[C:15]([OH:19])[CH:14]=2)=[CH:4][CH:3]=1.Br[C:22]1[CH:27]=[CH:26][CH:25]=[CH:24][CH:23]=1.C1(C)C=CC=CC=1.C(O)C.C(=O)([O-])[O-].[Na+].[Na+].O.N#N. Product: [F:1][C:2]1[CH:3]=[CH:4][C:5]([C:8]2[N:9]=[C:10]([S:20][C:22]3[CH:27]=[CH:26][CH:25]=[CH:24][CH:23]=3)[NH:11][C:12]=2[C:13]2[CH:18]=[CH:17][NH:16][C:15](=[O:19])[CH:14]=2)=[CH:6][CH:7]=1. The catalyst class is: 455. (2) Reactant: Cl[C:2]([O:4][CH3:5])=[O:3].[C:6]([C:8]1[CH:13]=[CH:12][C:11]([NH:14][C:15]([C:17]2[CH:18]=[C:19]([C:24]3[CH:29]=[CH:28][C:27]([F:30])=[CH:26][C:25]=3[F:31])[CH:20]=[CH:21]C=2O)=[O:16])=[CH:10][CH:9]=1)#[N:7].Cl. Product: [F:31][C:25]1[CH:26]=[C:27]([F:30])[CH:28]=[CH:29][C:24]=1[C:19]1[CH:20]=[CH:21][C:5]2[O:4][C:2](=[O:3])[N:14]([C:11]3[CH:10]=[CH:9][C:8]([C:6]#[N:7])=[CH:13][CH:12]=3)[C:15](=[O:16])[C:17]=2[CH:18]=1. The catalyst class is: 860. (3) Reactant: [Cl:1][C:2]1[CH:3]=[C:4]2[C:8](=[CH:9][CH:10]=1)[NH:7][CH:6]=[C:5]2[CH2:11][CH2:12][NH:13][C:14](=[O:23])[C:15]1[CH:20]=[CH:19][CH:18]=[C:17]([CH2:21]Cl)[CH:16]=1.[NH:24]1[CH2:29][CH2:28][O:27][CH2:26][CH2:25]1.[I-].[Na+]. Product: [Cl:1][C:2]1[CH:3]=[C:4]2[C:8](=[CH:9][CH:10]=1)[NH:7][CH:6]=[C:5]2[CH2:11][CH2:12][NH:13][C:14](=[O:23])[C:15]1[CH:20]=[CH:19][CH:18]=[C:17]([CH2:21][N:24]2[CH2:29][CH2:28][O:27][CH2:26][CH2:25]2)[CH:16]=1. The catalyst class is: 1. (4) Reactant: [NH:1]1[C:6]2[CH:7]=[CH:8][CH:9]=[CH:10][C:5]=2[C:4](=O)[O:3][C:2]1=O.[Br:13][C:14]1[C:15]([CH3:21])=[C:16]([CH:18]=[CH:19][CH:20]=1)[NH2:17].COC(OC)OC. Product: [Br:13][C:14]1[C:15]([CH3:21])=[C:16]([N:17]2[C:4](=[O:3])[C:5]3[C:6](=[CH:7][CH:8]=[CH:9][CH:10]=3)[N:1]=[CH:2]2)[CH:18]=[CH:19][CH:20]=1. The catalyst class is: 1. (5) Reactant: [Cl:1][C:2]1[CH:7]=[CH:6][C:5]([CH2:8][OH:9])=[C:4]([O:10][CH3:11])[CH:3]=1.CN1CCOCC1. Product: [Cl:1][C:2]1[CH:7]=[CH:6][C:5]([CH:8]=[O:9])=[C:4]([O:10][CH3:11])[CH:3]=1. The catalyst class is: 678. (6) Reactant: [C:1](O)(=O)C.C(N)=N.C([O-])(=O)C.COCCO.[NH2:17][C:18]1[CH:46]=[CH:45][CH:44]=[CH:43][C:19]=1[NH:20][C:21]1[CH:33]=[CH:32][C:24]([C:25]([O:27][C:28]([CH3:31])([CH3:30])[CH3:29])=[O:26])=[C:23]([NH:34][C:35](=[O:42])[C:36]2[CH:41]=[CH:40][CH:39]=[CH:38][CH:37]=2)[CH:22]=1. Product: [C:35]([NH:34][C:23]1[CH:22]=[C:21]([N:20]2[C:19]3[CH:43]=[CH:44][CH:45]=[CH:46][C:18]=3[N:17]=[CH:1]2)[CH:33]=[CH:32][C:24]=1[C:25]([O:27][C:28]([CH3:29])([CH3:30])[CH3:31])=[O:26])(=[O:42])[C:36]1[CH:37]=[CH:38][CH:39]=[CH:40][CH:41]=1. The catalyst class is: 69.